This data is from Reaction yield outcomes from USPTO patents with 853,638 reactions. The task is: Predict the reaction yield, written as a fraction of the theoretical maximum amount of product (1.0 means a 100% yield; for example, 0.34 means a 34% yield). (1) The reactants are [CH:1]1([C:4]([N:6]2[CH2:10][CH2:9][C@@H:8]([CH2:11][NH2:12])[CH2:7]2)=[O:5])[CH2:3][CH2:2]1.Cl[C:14]1[CH:15]=[C:16]([CH:19]=[CH:20][C:21]=1[N+:22]([O-:24])=[O:23])[C:17]#[N:18].CCN(C(C)C)C(C)C. The catalyst is O1CCOCC1. The product is [CH:1]1([C:4]([N:6]2[CH2:10][CH2:9][C@@H:8]([CH2:11][NH:12][C:20]3[CH:19]=[C:16]([CH:15]=[CH:14][C:21]=3[N+:22]([O-:24])=[O:23])[C:17]#[N:18])[CH2:7]2)=[O:5])[CH2:2][CH2:3]1. The yield is 0.505. (2) The reactants are [CH3:1][NH:2][C:3]1[CH:7]=[C:6]([C:8]2[CH:13]=[CH:12][N:11]=[CH:10][CH:9]=2)[S:5][C:4]=1[C:14]([OH:16])=O.[Cl-].[NH4+].C([N:21](CC)CC)C.ON1C2C=CC=CC=2N=N1.Cl.C(N=C=NCCCN(C)C)C.C(=O)([O-])O.[Na+]. The catalyst is O.CN(C=O)C. The product is [CH3:1][NH:2][C:3]1[CH:7]=[C:6]([C:8]2[CH:13]=[CH:12][N:11]=[CH:10][CH:9]=2)[S:5][C:4]=1[C:14]([NH2:21])=[O:16]. The yield is 0.640. (3) The yield is 0.630. The catalyst is ClC(Cl)C.ClCCl. The reactants are [NH2:1][C:2]1[CH:7]=[CH:6][C:5]([CH:8]2[CH2:12][CH2:11][N:10]([C:13]([O:15][C:16]([CH3:19])([CH3:18])[CH3:17])=[O:14])[CH2:9]2)=[CH:4][CH:3]=1.C(N(CC)CC)C.ClC(Cl)(O[C:31](=[O:37])[O:32][C:33](Cl)(Cl)Cl)Cl.[Cl:39][C:40]1[CH:48]=[CH:47][C:43]([CH2:44]CO)=[CH:42][CH:41]=1. The product is [C:16]([O:15][C:13]([N:10]1[CH2:11][CH2:12][CH:8]([C:5]2[CH:4]=[CH:3][C:2]([NH:1][C:31]([O:32][CH2:33][CH2:44][C:43]3[CH:47]=[CH:48][C:40]([Cl:39])=[CH:41][CH:42]=3)=[O:37])=[CH:7][CH:6]=2)[CH2:9]1)=[O:14])([CH3:19])([CH3:18])[CH3:17]. (4) The reactants are C(N(CC)CC)C.[CH2:8]([S:10](Cl)(=[O:12])=[O:11])[CH3:9].[CH3:14][C@H:15]1[CH2:20][CH2:19][NH:18][CH2:17][C@H:16]1[NH:21][C:22](=[O:28])[O:23][C:24]([CH3:27])([CH3:26])[CH3:25].O. The catalyst is ClCCl. The product is [CH2:8]([S:10]([N:18]1[CH2:19][CH2:20][C@H:15]([CH3:14])[C@H:16]([NH:21][C:22](=[O:28])[O:23][C:24]([CH3:27])([CH3:26])[CH3:25])[CH2:17]1)(=[O:12])=[O:11])[CH3:9]. The yield is 0.850.